Dataset: Catalyst prediction with 721,799 reactions and 888 catalyst types from USPTO. Task: Predict which catalyst facilitates the given reaction. (1) Reactant: [F:1][C:2]([F:15])([F:14])[O:3][C:4]1[CH:5]=[C:6]([CH:11]=[CH:12][CH:13]=1)[O:7][CH2:8][CH2:9][OH:10].[H-].[Na+].Br[C:19]1[N:27]([CH2:28][C:29]2[CH:34]=[CH:33][C:32]([Cl:35])=[CH:31][CH:30]=2)[C:26]2[C:25](=[O:36])[N:24]([CH3:37])[C:23](=[O:38])[N:22]([CH3:39])[C:21]=2[N:20]=1. Product: [Cl:35][C:32]1[CH:33]=[CH:34][C:29]([CH2:28][N:27]2[C:26]3[C:25](=[O:36])[N:24]([CH3:37])[C:23](=[O:38])[N:22]([CH3:39])[C:21]=3[N:20]=[C:19]2[O:10][CH2:9][CH2:8][O:7][C:6]2[CH:11]=[CH:12][CH:13]=[C:4]([O:3][C:2]([F:14])([F:15])[F:1])[CH:5]=2)=[CH:30][CH:31]=1. The catalyst class is: 1. (2) Reactant: [CH3:1][C@H:2]([CH2:29]C=C)[C:3]([O:5][CH2:6][C@H:7]([NH:14][C:15](=[O:28])[C@H:16]([O:20][Si:21]([C:24]([CH3:27])([CH3:26])[CH3:25])([CH3:23])[CH3:22])[CH2:17][CH:18]=[CH2:19])[C:8]1[CH:13]=[CH:12][CH:11]=[CH:10][CH:9]=1)=[O:4]. Product: [Si:21]([O:20][C@@H:16]1[CH2:17][CH:18]=[CH:19][CH2:29][C@@H:2]([CH3:1])[C:3](=[O:4])[O:5][CH2:6][C@@H:7]([C:8]2[CH:13]=[CH:12][CH:11]=[CH:10][CH:9]=2)[NH:14][C:15]1=[O:28])([C:24]([CH3:26])([CH3:25])[CH3:27])([CH3:22])[CH3:23]. The catalyst class is: 11. (3) Reactant: C(N([P:8]([N:12]([CH:16]([CH3:18])[CH3:17])[CH:13]([CH3:15])[CH3:14])(Cl)([O-:10])[O-:9])C(C)C)(C)C.[C:19]([NH:22][C:23]1[CH:59]=[CH:58][N:26]([C@@H:27]2[O:57][C@H:31]([CH2:32][O:33][C:34]([C:51]3[CH:56]=[CH:55][CH:54]=[CH:53][CH:52]=3)([C:43]3[CH:48]=[CH:47][C:46]([O:49][CH3:50])=[CH:45][CH:44]=3)[C:35]3[CH:40]=[CH:39][C:38]([O:41][CH3:42])=[CH:37][CH:36]=3)[C@@H:29]([OH:30])[CH2:28]2)[C:25](=[O:60])[N:24]=1)(=[O:21])[CH3:20].C(N(C(C)C)C(C)C)C.[C:70]([O:73][C@@H:74]1[C@@H:86]([O:87][C:88](=[O:90])[CH3:89])[C@H:85]([O:91][C:92](=[O:94])[CH3:93])[C@@H:84]([CH2:95][O:96][C:97](=[O:99])[CH3:98])[O:83][C@H:75]1[O:76][CH2:77][CH2:78][O:79][CH2:80][CH2:81]O)(=[O:72])[CH3:71].N1C=NN=N1. Product: [C:19]([NH:22][C:23]1[CH:59]=[CH:58][N:26]([C@@H:27]2[O:57][C@H:31]([CH2:32][O:33][C:34]([C:51]3[CH:56]=[CH:55][CH:54]=[CH:53][CH:52]=3)([C:43]3[CH:48]=[CH:47][C:46]([O:49][CH3:50])=[CH:45][CH:44]=3)[C:35]3[CH:36]=[CH:37][C:38]([O:41][CH3:42])=[CH:39][CH:40]=3)[C@@H:29]([O:30][P:8]([N:12]([CH:13]([CH3:14])[CH3:15])[CH:16]([CH3:17])[CH3:18])([O:9][CH2:81][CH2:80][O:79][CH2:78][CH2:77][O:76][C@@H:75]3[O:83][C@H:84]([CH2:95][O:96][C:97](=[O:99])[CH3:98])[C@@H:85]([O:91][C:92](=[O:94])[CH3:93])[C@H:86]([O:87][C:88](=[O:90])[CH3:89])[C@H:74]3[O:73][C:70](=[O:72])[CH3:71])=[O:10])[CH2:28]2)[C:25](=[O:60])[N:24]=1)(=[O:21])[CH3:20]. The catalyst class is: 4. (4) Reactant: Cl[C:2]1[C:7]2=[N:8][N:9]=[CH:10][N:6]2[N:5]=[C:4]([C:11]2[CH:16]=[CH:15][C:14]([Cl:17])=[CH:13][C:12]=2[Cl:18])[N:3]=1.Cl.[NH2:20][C:21]1[C:26]([C:27]#[N:28])=[CH:25][CH:24]=[C:23]([NH:29][CH:30]2[CH2:35][CH2:34][CH2:33][NH:32][CH2:31]2)[N:22]=1.C(N(CC)C(C)C)(C)C. Product: [NH2:20][C:21]1[C:26]([C:27]#[N:28])=[CH:25][CH:24]=[C:23]([NH:29][CH:30]2[CH2:35][CH2:34][CH2:33][N:32]([C:2]3[C:7]4=[N:8][N:9]=[CH:10][N:6]4[N:5]=[C:4]([C:11]4[CH:16]=[CH:15][C:14]([Cl:17])=[CH:13][C:12]=4[Cl:18])[N:3]=3)[CH2:31]2)[N:22]=1. The catalyst class is: 16. (5) Reactant: [CH:1]1([CH2:6][C@H:7]([C:11]2[CH:16]=[CH:15][C:14]([S:17]([CH3:20])(=[O:19])=[O:18])=[CH:13][CH:12]=2)[C:8]([OH:10])=O)[CH2:5][CH2:4][CH2:3][CH2:2]1.C(Cl)(=O)C(Cl)=O.[C:27]([O:31][N:32]=[C:33]([C:35]1[CH:40]=[N:39][C:38]([NH2:41])=[CH:37][N:36]=1)[CH3:34])([CH3:30])([CH3:29])[CH3:28].N1C(C)=CC=CC=1C. Product: [C:27]([O:31][N:32]=[C:33]([C:35]1[N:36]=[CH:37][C:38]([NH:41][C:8](=[O:10])[C@@H:7]([C:11]2[CH:16]=[CH:15][C:14]([S:17]([CH3:20])(=[O:19])=[O:18])=[CH:13][CH:12]=2)[CH2:6][CH:1]2[CH2:2][CH2:3][CH2:4][CH2:5]2)=[N:39][CH:40]=1)[CH3:34])([CH3:28])([CH3:29])[CH3:30]. The catalyst class is: 832. (6) Reactant: C[O:2][C:3](=[O:22])[C:4]1[CH:9]=[CH:8][C:7]([C:10]#[C:11][C:12]2[CH:17]=[CH:16][C:15]([O:18][CH:19]3[CH2:21][CH2:20]3)=[CH:14][CH:13]=2)=[CH:6][CH:5]=1.CCO.[OH-].[Na+].OP(O)(O)=O. Product: [CH:19]1([O:18][C:15]2[CH:14]=[CH:13][C:12]([C:11]#[C:10][C:7]3[CH:8]=[CH:9][C:4]([C:3]([OH:22])=[O:2])=[CH:5][CH:6]=3)=[CH:17][CH:16]=2)[CH2:20][CH2:21]1. The catalyst class is: 6. (7) Reactant: [C:1]([O:5][C:6]([N:8]1[CH2:13][CH2:12][CH2:11][CH:10]([C:14]([OH:16])=O)[CH2:9]1)=[O:7])([CH3:4])([CH3:3])[CH3:2].[NH2:17][C:18]1[CH:22]=[C:21]([C:23]([CH3:26])([CH3:25])[CH3:24])[O:20][N:19]=1.P(Cl)(Cl)(Cl)=O. Product: [C:1]([O:5][C:6]([N:8]1[CH2:13][CH2:12][CH2:11][CH:10]([C:14](=[O:16])[NH:17][C:18]2[CH:22]=[C:21]([C:23]([CH3:26])([CH3:25])[CH3:24])[O:20][N:19]=2)[CH2:9]1)=[O:7])([CH3:2])([CH3:3])[CH3:4]. The catalyst class is: 17.